The task is: Regression/Classification. Given a drug SMILES string, predict its toxicity properties. Task type varies by dataset: regression for continuous values (e.g., LD50, hERG inhibition percentage) or binary classification for toxic/non-toxic outcomes (e.g., AMES mutagenicity, cardiotoxicity, hepatotoxicity). Dataset: herg_karim.. This data is from hERG potassium channel inhibition data for cardiac toxicity prediction from Karim et al.. The drug is O=C1COc2ccc(CNC34CCC(CCc5c(F)cnc6ccc(OC7CCC7)nc56)(CC3)OC4)nc2N1. The result is 1 (blocker).